This data is from Peptide-MHC class II binding affinity with 134,281 pairs from IEDB. The task is: Regression. Given a peptide amino acid sequence and an MHC pseudo amino acid sequence, predict their binding affinity value. This is MHC class II binding data. (1) The peptide sequence is IIGLILQIGNIISIWPV. The MHC is DRB1_1501 with pseudo-sequence DRB1_1501. The binding affinity (normalized) is 0.0748. (2) The peptide sequence is DGTYDITKLGAKPDG. The MHC is DRB1_1302 with pseudo-sequence DRB1_1302. The binding affinity (normalized) is 0. (3) The peptide sequence is KSKRNDGDLDKLRDL. The MHC is DRB1_0101 with pseudo-sequence DRB1_0101. The binding affinity (normalized) is 0.0968.